From a dataset of HIV replication inhibition screening data with 41,000+ compounds from the AIDS Antiviral Screen. Binary Classification. Given a drug SMILES string, predict its activity (active/inactive) in a high-throughput screening assay against a specified biological target. (1) The drug is CCOC(=O)C1CCCCc2sc(N)c(C#N)c21. The result is 0 (inactive). (2) The drug is Cc1ccc(=O)n(Cc2ccccc2)n1. The result is 0 (inactive).